From a dataset of hERG potassium channel inhibition data for cardiac toxicity prediction from Karim et al.. Regression/Classification. Given a drug SMILES string, predict its toxicity properties. Task type varies by dataset: regression for continuous values (e.g., LD50, hERG inhibition percentage) or binary classification for toxic/non-toxic outcomes (e.g., AMES mutagenicity, cardiotoxicity, hepatotoxicity). Dataset: herg_karim. (1) The drug is CNCc1cc(Cl)ccc1Oc1ccc(Cl)cc1. The result is 1 (blocker). (2) The drug is CCCC(=O)N1CCC(CN2CC[C@H](NC(=O)c3cc(Cl)c(N)cc3OC)[C@H](OC)C2)CC1. The result is 0 (non-blocker). (3) The drug is Cc1ccc2c(N3CCN(CCCc4cccc5c4OCC(=O)N5)CC3)cccc2n1. The result is 1 (blocker). (4) The result is 0 (non-blocker). The drug is COCCCc1cc(C)c(C)c(CN(C(=O)C2CNCCC2c2ccn(C)c(=O)c2)C2CC2)c1.